From a dataset of Forward reaction prediction with 1.9M reactions from USPTO patents (1976-2016). Predict the product of the given reaction. (1) Given the reactants [Cl:1][C:2]1[CH:3]=[C:4]([C:9]2([C:14]([F:17])([F:16])[F:15])[CH2:13][CH2:12][NH:11][CH2:10]2)[CH:5]=[C:6]([Cl:8])[CH:7]=1.[F:18][C:19]1[CH:26]=[CH:25][C:24](I)=[CH:23][C:20]=1[C:21]#[N:22], predict the reaction product. The product is: [Cl:8][C:6]1[CH:5]=[C:4]([C:9]2([C:14]([F:17])([F:16])[F:15])[CH2:13][CH2:12][N:11]([C:24]3[CH:25]=[CH:26][C:19]([F:18])=[C:20]([CH:23]=3)[C:21]#[N:22])[CH2:10]2)[CH:3]=[C:2]([Cl:1])[CH:7]=1. (2) Given the reactants [CH2:1]([O:3][C:4]([C:6]1[NH:7][C:8]2[C:13]([CH:14]=1)=[CH:12][CH:11]=[CH:10][C:9]=2[NH2:15])=[O:5])[CH3:2].O1CCCC1.C(=O)([O-])[O-].[K+].[K+].Cl[C:28]([O:30][CH2:31][C:32]1[CH:37]=[CH:36][CH:35]=[CH:34][CH:33]=1)=[O:29], predict the reaction product. The product is: [C:32]1([CH2:31][O:30][C:28]([NH:15][C:9]2[CH:10]=[CH:11][CH:12]=[C:13]3[C:8]=2[NH:7][C:6]([C:4]([O:3][CH2:1][CH3:2])=[O:5])=[CH:14]3)=[O:29])[CH:37]=[CH:36][CH:35]=[CH:34][CH:33]=1. (3) Given the reactants [SH:1][C:2]1[C:11]2[C:6](=[CH:7][C:8]([O:14][CH3:15])=[C:9]([O:12][CH3:13])[CH:10]=2)[N:5]=[CH:4][C:3]=1[C:16]#[N:17].Cl[CH2:19][C:20]#[N:21].[OH-].[Na+], predict the reaction product. The product is: [NH2:17][C:16]1[C:3]2[CH:4]=[N:5][C:6]3[CH:7]=[C:8]([O:14][CH3:15])[C:9]([O:12][CH3:13])=[CH:10][C:11]=3[C:2]=2[S:1][C:19]=1[C:20]#[N:21]. (4) Given the reactants Br[C:2]1[CH:7]=[CH:6][C:5]([Br:8])=[CH:4][N:3]=1.[C:9]([O:13][C:14]([N:16]1[CH2:21][CH2:20][CH:19]([OH:22])[CH2:18][CH2:17]1)=[O:15])([CH3:12])([CH3:11])[CH3:10], predict the reaction product. The product is: [C:9]([O:13][C:14]([N:16]1[CH2:21][CH2:20][CH:19]([O:22][C:2]2[CH:7]=[CH:6][C:5]([Br:8])=[CH:4][N:3]=2)[CH2:18][CH2:17]1)=[O:15])([CH3:12])([CH3:10])[CH3:11]. (5) Given the reactants Br[C:2]1[CH:7]=[CH:6][C:5]([CH2:8][CH:9]([CH3:11])[CH3:10])=[CH:4][CH:3]=1.C(=O)([O-])[O-].[Na+].[Na+].[CH2:18](O)[CH3:19].O.[CH3:22][O:23][CH2:24][CH2:25][O:26]C, predict the reaction product. The product is: [CH2:8]([C:5]1[CH:6]=[CH:7][C:2]([C:22]2[O:23][C:24]([CH:25]=[O:26])=[CH:19][CH:18]=2)=[CH:3][CH:4]=1)[CH:9]([CH3:11])[CH3:10]. (6) Given the reactants [NH2:1][C:2](=[N:11][O:12][CH:13]([CH3:15])[CH3:14])[C:3](=[N:6][O:7][CH:8]([CH3:10])[CH3:9])[C:4]#[N:5].OO.C(=O)([O-])[O-:19].[Na+].[Na+].S([O-])([O-])(=O)=S.[Na+].[Na+], predict the reaction product. The product is: [NH2:1][C:2](=[N:11][O:12][CH:13]([CH3:15])[CH3:14])[C:3](=[N:6][O:7][CH:8]([CH3:9])[CH3:10])[C:4]([NH2:5])=[O:19]. (7) Given the reactants Cl.[C:2]([NH2:10])(=[NH:9])[C:3]1[CH:8]=[CH:7][CH:6]=[CH:5][CH:4]=1.[N+:11]([C:14]1[CH:15]=[C:16]([CH:19]=[CH:20][CH:21]=1)[CH:17]=O)([O-:13])=[O:12].[C:22]([CH2:24][C:25](OCC)=[O:26])#[N:23].C(=O)([O-])[O-].[K+].[K+].Cl, predict the reaction product. The product is: [C:22]([C:24]1[C:17]([C:16]2[CH:19]=[CH:20][CH:21]=[C:14]([N+:11]([O-:13])=[O:12])[CH:15]=2)=[N:9][C:2]([C:3]2[CH:8]=[CH:7][CH:6]=[CH:5][CH:4]=2)=[N:10][C:25]=1[OH:26])#[N:23].